This data is from Full USPTO retrosynthesis dataset with 1.9M reactions from patents (1976-2016). The task is: Predict the reactants needed to synthesize the given product. (1) Given the product [Cl:1][C:2]1[CH:3]=[C:4]([C:5]([O:7][CH3:14])=[O:6])[CH:8]=[CH:9][C:10]=1[B:11]([OH:13])[OH:12], predict the reactants needed to synthesize it. The reactants are: [Cl:1][C:2]1[CH:3]=[C:4]([CH:8]=[CH:9][C:10]=1[B:11]([OH:13])[OH:12])[C:5]([OH:7])=[O:6].[CH3:14]N(C)C=O.C(OCC)C.C[Si](N=[N+]=[N-])(C)C.CCCCCC. (2) Given the product [Br:1][C:2]1[C:7]([CH3:8])=[CH:6][C:5]([N:9]2[C:18]3[C:13](=[CH:14][C:15]([S:19]([NH:48][C:43]4[N:44]=[CH:45][CH:46]=[CH:47][N:42]=4)(=[O:21])=[O:20])=[CH:16][CH:17]=3)[CH:12]=[CH:11][C:10]2=[O:34])=[C:4]([O:35][CH3:36])[CH:3]=1, predict the reactants needed to synthesize it. The reactants are: [Br:1][C:2]1[C:7]([CH3:8])=[CH:6][C:5]([N:9]2[C:18]3[C:13](=[CH:14][C:15]([S:19](OC4C(F)=C(F)C(F)=C(F)C=4F)(=[O:21])=[O:20])=[CH:16][CH:17]=3)[CH:12]=[CH:11][C:10]2=[O:34])=[C:4]([O:35][CH3:36])[CH:3]=1.C1COCC1.[N:42]1[CH:47]=[CH:46][CH:45]=[N:44][C:43]=1[NH2:48].C[Si]([N-][Si](C)(C)C)(C)C.[Li+]. (3) Given the product [C:1]([C:5]1[CH:6]=[C:7]([N:15]2[C:19]([CH:20]([CH:5]3[CH2:6][CH2:7][CH2:8][CH2:9][CH2:10]3)[OH:21])=[C:18]([CH3:22])[C:17]([C:23]([O:25][CH2:26][CH3:27])=[O:24])=[CH:16]2)[CH:8]=[C:9]([C:11]2([CH3:14])[CH2:13][CH2:12]2)[CH:10]=1)([CH3:2])([CH3:3])[CH3:4], predict the reactants needed to synthesize it. The reactants are: [C:1]([C:5]1[CH:6]=[C:7]([N:15]2[C:19]([CH:20]=[O:21])=[C:18]([CH3:22])[C:17]([C:23]([O:25][CH2:26][CH3:27])=[O:24])=[CH:16]2)[CH:8]=[C:9]([C:11]2([CH3:14])[CH2:13][CH2:12]2)[CH:10]=1)([CH3:4])([CH3:3])[CH3:2]. (4) Given the product [F:32][C:29]1[CH:28]=[CH:27][C:26]([C:23]2[CH:24]=[CH:25][C:20]([C:17]3[N:13]4[CH2:14][CH2:15][S:16][C:10]([CH2:9][OH:8])([CH3:37])[CH2:11][C:12]4=[N:19][N:18]=3)=[C:21]([C:33]([F:36])([F:34])[F:35])[CH:22]=2)=[CH:31][CH:30]=1, predict the reactants needed to synthesize it. The reactants are: [Si]([O:8][CH2:9][C:10]1([CH3:37])[S:16][CH2:15][CH2:14][N:13]2[C:17]([C:20]3[CH:25]=[CH:24][C:23]([C:26]4[CH:31]=[CH:30][C:29]([F:32])=[CH:28][CH:27]=4)=[CH:22][C:21]=3[C:33]([F:36])([F:35])[F:34])=[N:18][N:19]=[C:12]2[CH2:11]1)(C(C)(C)C)(C)C.[F-].C([N+](CCCC)(CCCC)CCCC)CCC.O. (5) Given the product [CH3:4][C:2]([O:5][C:6]([NH:8][C@@H:9]([CH2:28][CH3:29])[C:10]([NH:12][C@@H:13]([CH2:20][CH2:21][C:22]1[CH:23]=[CH:24][CH:25]=[CH:26][CH:27]=1)/[CH:14]=[CH:15]/[C:16]([OH:18])=[O:17])=[O:11])=[O:7])([CH3:1])[CH3:3], predict the reactants needed to synthesize it. The reactants are: [CH3:1][C:2]([O:5][C:6]([NH:8][C@@H:9]([CH2:28][CH3:29])[C:10]([NH:12][C@@H:13]([CH2:20][CH2:21][C:22]1[CH:27]=[CH:26][CH:25]=[CH:24][CH:23]=1)/[CH:14]=[CH:15]/[C:16]([O:18]C)=[O:17])=[O:11])=[O:7])([CH3:4])[CH3:3].[Li+].[OH-].Cl. (6) The reactants are: Cl.[NH:2]1[CH2:7][CH2:6][CH2:5][C@H:4]([C:8]([NH2:10])=[O:9])[CH2:3]1.C(N(CC)CC)C.[F:18][C:19]1[CH:27]=[CH:26][C:22]([C:23](Cl)=[O:24])=[CH:21][CH:20]=1.[OH-].[Na+]. Given the product [F:18][C:19]1[CH:27]=[CH:26][C:22]([C:23]([N:2]2[CH2:7][CH2:6][CH2:5][C@H:4]([C:8]([NH2:10])=[O:9])[CH2:3]2)=[O:24])=[CH:21][CH:20]=1, predict the reactants needed to synthesize it. (7) Given the product [F:38][C:26]1[CH:27]=[N:28][C:29]2[C:34]([C:25]=1[CH2:3][C:4]([C:6]13[CH2:13][CH2:12][C:9]([NH:14][C:15](=[O:21])[O:16][C:17]([CH3:20])([CH3:19])[CH3:18])([CH2:10][CH2:11]1)[CH2:8][O:7]3)=[O:5])=[CH:33][C:32]([O:35][CH3:36])=[CH:31][C:30]=2[CH3:37], predict the reactants needed to synthesize it. The reactants are: C[Si](C)(C)[O:3][C:4]([C:6]12[CH2:13][CH2:12][C:9]([NH:14][C:15](=[O:21])[O:16][C:17]([CH3:20])([CH3:19])[CH3:18])([CH2:10][CH2:11]1)[CH2:8][O:7]2)=[CH2:5].Br[C:25]1[C:34]2[C:29](=[C:30]([CH3:37])[CH:31]=[C:32]([O:35][CH3:36])[CH:33]=2)[N:28]=[CH:27][C:26]=1[F:38].COC1C=CC=C(OC)C=1C1C=CC=CC=1P(C1CCCCC1)C1CCCCC1. (8) Given the product [O:48]1[CH2:49][CH2:50][CH2:51][CH2:52][CH:47]1[O:46][CH2:45][CH2:44][CH2:43][O:1][C:2]1[CH:3]=[CH:4][C:5]([CH2:6][CH2:7][C:8]2[CH:13]=[CH:12][CH:11]=[CH:10][C:9]=2[C:14]2[N:19]=[C:18]([N:20]3[C:24]([C:25]([F:28])([F:27])[F:26])=[C:23]([C:29]([O:31][CH2:32][CH3:33])=[O:30])[CH:22]=[N:21]3)[CH:17]=[CH:16][CH:15]=2)=[CH:34][CH:35]=1, predict the reactants needed to synthesize it. The reactants are: [OH:1][C:2]1[CH:35]=[CH:34][C:5]([CH2:6][CH2:7][C:8]2[CH:13]=[CH:12][CH:11]=[CH:10][C:9]=2[C:14]2[N:19]=[C:18]([N:20]3[C:24]([C:25]([F:28])([F:27])[F:26])=[C:23]([C:29]([O:31][CH2:32][CH3:33])=[O:30])[CH:22]=[N:21]3)[CH:17]=[CH:16][CH:15]=2)=[CH:4][CH:3]=1.C([O-])([O-])=O.[Cs+].[Cs+].Br[CH2:43][CH2:44][CH2:45][O:46][CH:47]1[CH2:52][CH2:51][CH2:50][CH2:49][O:48]1.